This data is from Peptide-MHC class I binding affinity with 185,985 pairs from IEDB/IMGT. The task is: Regression. Given a peptide amino acid sequence and an MHC pseudo amino acid sequence, predict their binding affinity value. This is MHC class I binding data. (1) The peptide sequence is DPKVYPIIL. The MHC is HLA-B35:01 with pseudo-sequence HLA-B35:01. The binding affinity (normalized) is 0. (2) The binding affinity (normalized) is 0.213. The peptide sequence is FPMIIGSEL. The MHC is HLA-B45:06 with pseudo-sequence HLA-B45:06. (3) The binding affinity (normalized) is 0.134. The MHC is HLA-B08:01 with pseudo-sequence HLA-B08:01. The peptide sequence is FSQQPQQTF. (4) The peptide sequence is SVITQACPK. The MHC is HLA-A01:01 with pseudo-sequence HLA-A01:01. The binding affinity (normalized) is 0. (5) The peptide sequence is YHDPETAAA. The MHC is HLA-A30:02 with pseudo-sequence HLA-A30:02. The binding affinity (normalized) is 0.213. (6) The peptide sequence is YSYIFLSSY. The MHC is BoLA-D18.4 with pseudo-sequence BoLA-D18.4. The binding affinity (normalized) is 0.0847. (7) The peptide sequence is STQSVLCVK. The MHC is HLA-A31:01 with pseudo-sequence HLA-A31:01. The binding affinity (normalized) is 0.562.